From a dataset of Forward reaction prediction with 1.9M reactions from USPTO patents (1976-2016). Predict the product of the given reaction. (1) The product is: [NH2:1][C:4]1[CH:9]=[C:8]([CH2:10][CH2:11][CH2:12][CH2:13][CH2:14][CH2:15][CH2:16][CH3:17])[CH:7]=[CH:6][C:5]=1[OH:18]. Given the reactants [N+:1]([C:4]1[CH:9]=[C:8]([CH2:10][CH2:11][CH2:12][CH2:13][CH2:14][CH2:15][CH2:16][CH3:17])[CH:7]=[CH:6][C:5]=1[OH:18])([O-])=O, predict the reaction product. (2) Given the reactants [C:1]([NH:4][C:5]1[C:6]([C:19]([OH:21])=[O:20])=[N:7][N:8]([CH2:10][C:11]2[CH:16]=[CH:15][C:14]([O:17][CH3:18])=[CH:13][CH:12]=2)[CH:9]=1)(=[O:3])[CH3:2].C(=O)([O-])[O-].[Cs+].[Cs+].Br[CH2:29][C:30]([C:32]1[CH:37]=[CH:36][CH:35]=[CH:34][CH:33]=1)=[O:31], predict the reaction product. The product is: [O:31]=[C:30]([C:32]1[CH:37]=[CH:36][CH:35]=[CH:34][CH:33]=1)[CH2:29][O:20][C:19]([C:6]1[C:5]([NH:4][C:1](=[O:3])[CH3:2])=[CH:9][N:8]([CH2:10][C:11]2[CH:16]=[CH:15][C:14]([O:17][CH3:18])=[CH:13][CH:12]=2)[N:7]=1)=[O:21].